Dataset: hERG potassium channel inhibition data for cardiac toxicity prediction from Karim et al.. Task: Regression/Classification. Given a drug SMILES string, predict its toxicity properties. Task type varies by dataset: regression for continuous values (e.g., LD50, hERG inhibition percentage) or binary classification for toxic/non-toxic outcomes (e.g., AMES mutagenicity, cardiotoxicity, hepatotoxicity). Dataset: herg_karim. (1) The molecule is Cc1ccc(CN2[C@H]3CC[C@@H]2C[C@@H](Oc2cccc(C(N)=O)c2)C3)cc1. The result is 1 (blocker). (2) The molecule is CCCCN1CCCC[C@H]1C(=O)Nc1c(C)cccc1C.Cl. The result is 0 (non-blocker). (3) The drug is Cc1ccc2cc(CCN3CCCC3C)ccc2n1. The result is 0 (non-blocker). (4) The drug is CC[C@@H](NC(=O)c1cc(C(=O)N2CCC[C@@H]2C)n2c1COCC2)c1ccc(C(F)(F)F)cc1. The result is 1 (blocker).